Dataset: Forward reaction prediction with 1.9M reactions from USPTO patents (1976-2016). Task: Predict the product of the given reaction. (1) Given the reactants [CH2:1]([O:5][C:6]1[N:11]=[C:10]([N:12]([CH2:22][C:23]2[CH:28]=[CH:27][C:26]([O:29][CH3:30])=[CH:25][CH:24]=2)[CH2:13][C:14]2[CH:19]=[CH:18][C:17]([O:20][CH3:21])=[CH:16][CH:15]=2)[C:9]2[NH:31][C:32](=[O:34])[NH:33][C:8]=2[CH:7]=1)[CH2:2][CH2:3][CH3:4].C(=O)([O-])[O-].[K+].[K+].[CH2:41](Br)[C:42]1[CH:47]=[CH:46][CH:45]=[CH:44][CH:43]=1, predict the reaction product. The product is: [CH2:41]([N:33]1[C:8]2[CH:7]=[C:6]([O:5][CH2:1][CH2:2][CH2:3][CH3:4])[N:11]=[C:10]([N:12]([CH2:13][C:14]3[CH:15]=[CH:16][C:17]([O:20][CH3:21])=[CH:18][CH:19]=3)[CH2:22][C:23]3[CH:28]=[CH:27][C:26]([O:29][CH3:30])=[CH:25][CH:24]=3)[C:9]=2[N:31]=[C:32]1[OH:34])[C:42]1[CH:47]=[CH:46][CH:45]=[CH:44][CH:43]=1. (2) Given the reactants [CH:1]1([C@H:5]([N:7]([CH2:25][C:26]2[N:27]=[N:28][N:29](CC3C=CC(OC)=CC=3OC)[CH:30]=2)[C:8](=[O:24])[O:9][CH2:10][CH:11]2[C:23]3[CH:22]=[CH:21][CH:20]=[CH:19][C:18]=3[C:17]3[C:12]2=[CH:13][CH:14]=[CH:15][CH:16]=3)[CH3:6])[CH2:4][CH2:3][CH2:2]1, predict the reaction product. The product is: [NH:29]1[CH:30]=[C:26]([CH2:25][N:7]([C@@H:5]([CH:1]2[CH2:2][CH2:3][CH2:4]2)[CH3:6])[C:8](=[O:24])[O:9][CH2:10][CH:11]2[C:12]3[CH:13]=[CH:14][CH:15]=[CH:16][C:17]=3[C:18]3[C:23]2=[CH:22][CH:21]=[CH:20][CH:19]=3)[N:27]=[N:28]1. (3) Given the reactants [C:1]([O:5][C:6](=[O:23])[NH:7][CH2:8][C:9]#[C:10][C:11](=O)[C:12]1[CH:17]=[CH:16][C:15]([C:18]([F:21])([F:20])[F:19])=[CH:14][CH:13]=1)([CH3:4])([CH3:3])[CH3:2].Cl.[CH2:25]([S:32][C:33](=[NH:35])[NH2:34])[C:26]1[CH:31]=[CH:30][CH:29]=[CH:28][CH:27]=1.C([O-])([O-])=O.[K+].[K+], predict the reaction product. The product is: [C:1]([O:5][C:6](=[O:23])[NH:7][CH2:8][C:9]1[CH:10]=[C:11]([C:12]2[CH:17]=[CH:16][C:15]([C:18]([F:21])([F:20])[F:19])=[CH:14][CH:13]=2)[N:35]=[C:33]([S:32][CH2:25][C:26]2[CH:31]=[CH:30][CH:29]=[CH:28][CH:27]=2)[N:34]=1)([CH3:4])([CH3:3])[CH3:2].